This data is from Reaction yield outcomes from USPTO patents with 853,638 reactions. The task is: Predict the reaction yield, written as a fraction of the theoretical maximum amount of product (1.0 means a 100% yield; for example, 0.34 means a 34% yield). (1) The reactants are [NH:1]1[C:9]2[C:4](=[C:5]([NH:10][C:11]3[C:20]([C:21]4[CH:26]=[C:25]([S:27][CH3:28])[N:24]=[C:23]([CH3:29])[N:22]=4)=[N:19][C:18]4[C:13](=[CH:14][CH:15]=[CH:16][CH:17]=4)[N:12]=3)[CH:6]=[CH:7][CH:8]=2)[CH:3]=[N:2]1.C1C=C(Cl)C=C(C(OO)=[O:38])C=1.CO. The catalyst is C(Cl)Cl.CN(C=O)C.C([O-])(O)=O.[Na+].C(Cl)Cl. The product is [NH:1]1[C:9]2[C:4](=[C:5]([NH:10][C:11]3[C:20]([C:21]4[CH:26]=[C:25]([S:27]([CH3:28])=[O:38])[N:24]=[C:23]([CH3:29])[N:22]=4)=[N:19][C:18]4[C:13](=[CH:14][CH:15]=[CH:16][CH:17]=4)[N:12]=3)[CH:6]=[CH:7][CH:8]=2)[CH:3]=[N:2]1. The yield is 0.230. (2) The reactants are [Br:1][C:2]1[CH:3]=[C:4]([NH:11]C(=O)OC(C)(C)C)[C:5]2[O:9][CH2:8][CH2:7][C:6]=2[CH:10]=1.[ClH:19].C(OCC)(=O)C. The catalyst is C(OCC)(=O)C. The product is [ClH:19].[Br:1][C:2]1[CH:3]=[C:4]([NH2:11])[C:5]2[O:9][CH2:8][CH2:7][C:6]=2[CH:10]=1. The yield is 0.930.